Dataset: Full USPTO retrosynthesis dataset with 1.9M reactions from patents (1976-2016). Task: Predict the reactants needed to synthesize the given product. (1) Given the product [Cl:23][C:9]1[C:10]2[C:15]3[CH2:16][CH2:17][CH2:18][CH2:19][C:14]=3[S:13][C:11]=2[N:12]=[C:7]([C:4]2[CH:5]=[CH:6][N:1]=[CH:2][CH:3]=2)[N:8]=1, predict the reactants needed to synthesize it. The reactants are: [N:1]1[CH:6]=[CH:5][C:4]([C:7]2[N:8]=[C:9](O)[C:10]3[C:15]4[CH2:16][CH2:17][CH2:18][CH2:19][C:14]=4[S:13][C:11]=3[N:12]=2)=[CH:3][CH:2]=1.O=P(Cl)(Cl)[Cl:23]. (2) Given the product [NH2:9][C:10]1[CH:11]=[C:12]([CH:16]=[CH:17][C:18]=1[CH2:19][NH2:20])[C:13]([OH:4])=[O:14], predict the reactants needed to synthesize it. The reactants are: [N-]=[N+]=[N-].[OH2:4].O.Cl[Sn]Cl.[NH2:9][C:10]1[CH:11]=[C:12]([CH:16]=[CH:17][C:18]=1[CH2:19][NH2:20])[C:13](N)=[O:14]. (3) Given the product [CH2:32]([N:18]([CH2:17][C:14]1[CH:15]=[N:16][C:11]([C:8]2[CH:9]=[CH:10][C:5]([S:2]([CH3:1])(=[O:3])=[O:4])=[CH:6][CH:7]=2)=[CH:12][CH:13]=1)[CH:19]1[CH2:24][CH2:23][N:22]([C:25]([O:27][C:28]([CH3:31])([CH3:30])[CH3:29])=[O:26])[CH2:21][CH2:20]1)[CH:33]([CH3:35])[CH3:34], predict the reactants needed to synthesize it. The reactants are: [CH3:1][S:2]([C:5]1[CH:10]=[CH:9][C:8]([C:11]2[N:16]=[CH:15][C:14]([CH2:17][NH:18][CH:19]3[CH2:24][CH2:23][N:22]([C:25]([O:27][C:28]([CH3:31])([CH3:30])[CH3:29])=[O:26])[CH2:21][CH2:20]3)=[CH:13][CH:12]=2)=[CH:7][CH:6]=1)(=[O:4])=[O:3].[CH:32](=O)[CH:33]([CH3:35])[CH3:34].[BH-](OC(C)=O)(OC(C)=O)OC(C)=O.[Na+].[OH-].[Na+].